Regression. Given a peptide amino acid sequence and an MHC pseudo amino acid sequence, predict their binding affinity value. This is MHC class I binding data. From a dataset of Peptide-MHC class I binding affinity with 185,985 pairs from IEDB/IMGT. (1) The binding affinity (normalized) is 0.0847. The peptide sequence is NSSYWRQGY. The MHC is HLA-A02:03 with pseudo-sequence HLA-A02:03. (2) The peptide sequence is AVDLYHFLK. The MHC is HLA-B45:01 with pseudo-sequence HLA-B45:01. The binding affinity (normalized) is 0.0518.